From a dataset of Reaction yield outcomes from USPTO patents with 853,638 reactions. Predict the reaction yield, written as a fraction of the theoretical maximum amount of product (1.0 means a 100% yield; for example, 0.34 means a 34% yield). The reactants are [NH2:1][C:2]1[C:3]([NH:12][CH2:13][C:14]2[CH:19]=[CH:18][C:17]([C:20]3[CH:25]=[CH:24][CH:23]=[CH:22][C:21]=3[C:26]#[N:27])=[CH:16][CH:15]=2)=[C:4]([CH:9]=[CH:10][CH:11]=1)[C:5]([O:7][CH3:8])=[O:6].[C:28]([O-])([O-])([O-])[O:29][CH2:30][C:31]([F:34])([F:33])[F:32]. No catalyst specified. The product is [C:26]([C:21]1[CH:22]=[CH:23][CH:24]=[CH:25][C:20]=1[C:17]1[CH:18]=[CH:19][C:14]([CH2:13][N:12]2[C:3]3[C:4]([C:5]([O:7][CH3:8])=[O:6])=[CH:9][CH:10]=[CH:11][C:2]=3[N:1]=[C:28]2[O:29][CH2:30][C:31]([F:34])([F:33])[F:32])=[CH:15][CH:16]=1)#[N:27]. The yield is 0.250.